Dataset: Full USPTO retrosynthesis dataset with 1.9M reactions from patents (1976-2016). Task: Predict the reactants needed to synthesize the given product. (1) Given the product [CH3:16][C:17]1[N:21]2[C:24](=[O:26])[N:1]([CH2:2][CH:3]3[CH2:8][CH2:7][N:6]([C:9]([O:11][C:12]([CH3:15])([CH3:14])[CH3:13])=[O:10])[CH2:5][CH2:4]3)[CH2:22][C:20]2=[CH:19][N:18]=1, predict the reactants needed to synthesize it. The reactants are: [NH2:1][CH2:2][CH:3]1[CH2:8][CH2:7][N:6]([C:9]([O:11][C:12]([CH3:15])([CH3:14])[CH3:13])=[O:10])[CH2:5][CH2:4]1.[CH3:16][C:17]1[NH:18][CH:19]=[C:20]([CH:22]=O)[N:21]=1.[C:24](O[BH-](OC(=O)C)OC(=O)C)(=[O:26])C.[Na+].[OH-].[Na+]. (2) Given the product [CH3:15][O:16][C:17]1[C:21]([CH2:22][N:35]2[C:36](=[O:43])[C:37]3[C:42](=[CH:41][CH:40]=[CH:39][CH:38]=3)[C:34]2=[O:44])=[CH:20][N:19]([C:24]2[CH:29]=[N:28][C:27]([C:30]([F:33])([F:32])[F:31])=[CH:26][N:25]=2)[N:18]=1, predict the reactants needed to synthesize it. The reactants are: CC(OC(/N=N/C(OC(C)C)=O)=O)C.[CH3:15][O:16][C:17]1[C:21]([CH2:22]O)=[CH:20][N:19]([C:24]2[CH:29]=[N:28][C:27]([C:30]([F:33])([F:32])[F:31])=[CH:26][N:25]=2)[N:18]=1.[C:34]1(=[O:44])[C:42]2[C:37](=[CH:38][CH:39]=[CH:40][CH:41]=2)[C:36](=[O:43])[NH:35]1.C1C=CC(P(C2C=CC=CC=2)C2C=CC=CC=2)=CC=1. (3) Given the product [CH2:38]([N:30]([CH2:31][C:32]1[CH:33]=[CH:34][CH:35]=[CH:36][CH:37]=1)[CH:26]1[C:20]2([CH2:21][CH2:22][O:23][CH2:24][CH2:25]2)[O:19][C:18]2[C:17]([F:45])=[C:16]([F:46])[CH:15]=[CH:14][C:13]=2[NH:12][C:27]1=[O:29])[C:39]1[CH:44]=[CH:43][CH:42]=[CH:41][CH:40]=1, predict the reactants needed to synthesize it. The reactants are: CCN=C=NCCCN(C)C.[NH2:12][C:13]1[C:18]([O:19][C:20]2([CH:26]([N:30]([CH2:38][C:39]3[CH:44]=[CH:43][CH:42]=[CH:41][CH:40]=3)[CH2:31][C:32]3[CH:37]=[CH:36][CH:35]=[CH:34][CH:33]=3)[C:27]([OH:29])=O)[CH2:25][CH2:24][O:23][CH2:22][CH2:21]2)=[C:17]([F:45])[C:16]([F:46])=[CH:15][CH:14]=1. (4) Given the product [F:1][C:2]([F:7])([F:6])[C:3]([OH:5])=[O:4].[F:8][C:9]([F:14])([F:13])[C:10]([OH:12])=[O:11].[CH2:55]([NH:62][C:63]([N:50]1[CH2:51][CH2:52][CH:47]([CH2:46][C:45]([NH:44][C:36]2[CH:37]=[CH:38][C:39]3[NH:40][C:41]4[N:42]=[C:26]([NH:27][C:28]5[CH:29]=[N:30][CH:31]=[C:32]([CH:54]=5)[CH2:33][CH2:34][C:35]=2[CH:43]=3)[N:25]=[CH:24][C:23]=4[Cl:22])=[O:53])[CH2:48][CH2:49]1)=[O:64])[C:56]1[CH:61]=[CH:60][CH:59]=[CH:58][CH:57]=1, predict the reactants needed to synthesize it. The reactants are: [F:1][C:2]([F:7])([F:6])[C:3]([OH:5])=[O:4].[F:8][C:9]([F:14])([F:13])[C:10]([OH:12])=[O:11].FC(F)(F)C(O)=O.[Cl:22][C:23]1[CH:24]=[N:25][C:26]2[NH:27][C:28]3[CH:29]=[N:30][CH:31]=[C:32]([CH:54]=3)[CH2:33][CH2:34][C:35]3[CH:43]=[C:39]([NH:40][C:41]=1[N:42]=2)[CH:38]=[CH:37][C:36]=3[NH:44][C:45](=[O:53])[CH2:46][CH:47]1[CH2:52][CH2:51][NH:50][CH2:49][CH2:48]1.[CH2:55]([N:62]=[C:63]=[O:64])[C:56]1[CH:61]=[CH:60][CH:59]=[CH:58][CH:57]=1. (5) Given the product [F:1][C:2]([F:27])([F:26])[C:3]1[CH:8]=[CH:7][C:6]([S:9]([N:12]2[CH2:17][CH2:16][O:15][C:14]3[N:18]=[CH:19][C:20]([C:22]([NH2:28])=[O:23])=[CH:21][C:13]2=3)(=[O:10])=[O:11])=[CH:5][CH:4]=1, predict the reactants needed to synthesize it. The reactants are: [F:1][C:2]([F:27])([F:26])[C:3]1[CH:8]=[CH:7][C:6]([S:9]([N:12]2[CH2:17][CH2:16][O:15][C:14]3[N:18]=[CH:19][C:20]([C:22](OC)=[O:23])=[CH:21][C:13]2=3)(=[O:11])=[O:10])=[CH:5][CH:4]=1.[NH3:28]. (6) Given the product [CH3:18][O:17][C:14]1[N:15]=[CH:16][C:11]([NH:9][C:6]2[CH:7]=[CH:8][C:3]([O:2][CH3:1])=[CH:4][CH:5]=2)=[CH:12][CH:13]=1, predict the reactants needed to synthesize it. The reactants are: [CH3:1][O:2][C:3]1[CH:8]=[CH:7][C:6]([NH2:9])=[CH:5][CH:4]=1.Br[C:11]1[CH:12]=[CH:13][C:14]([O:17][CH3:18])=[N:15][CH:16]=1. (7) Given the product [CH2:1]([NH:13][C:14]([C:15]1[CH:16]=[C:17]([C:35]2[CH:40]=[CH:39][CH:38]=[C:37]([C:41]([F:42])([F:43])[F:44])[CH:36]=2)[C:18]([O:31][CH2:32][C:33]([OH:50])=[O:34])=[C:19]([C:21]2[CH:26]=[CH:25][CH:24]=[C:23]([C:27]([F:29])([F:30])[F:28])[CH:22]=2)[CH:20]=1)=[O:45])[CH2:2][CH2:3][CH2:4][CH2:5][CH2:6][CH2:7][CH2:8][CH2:9][CH2:10][CH2:11][CH3:12], predict the reactants needed to synthesize it. The reactants are: [CH2:1]([NH:13][C:14](=[O:45])[C:15]1[CH:20]=[C:19]([C:21]2[CH:26]=[CH:25][CH:24]=[C:23]([C:27]([F:30])([F:29])[F:28])[CH:22]=2)[C:18]([O:31][CH2:32][CH2:33][OH:34])=[C:17]([C:35]2[CH:40]=[CH:39][CH:38]=[C:37]([C:41]([F:44])([F:43])[F:42])[CH:36]=2)[CH:16]=1)[CH2:2][CH2:3][CH2:4][CH2:5][CH2:6][CH2:7][CH2:8][CH2:9][CH2:10][CH2:11][CH3:12].C[N+]1([O-])CC[O:50]CC1.OS([O-])=O.[Na+].Cl.